This data is from Catalyst prediction with 721,799 reactions and 888 catalyst types from USPTO. The task is: Predict which catalyst facilitates the given reaction. (1) Reactant: [CH2:1]([O:8][C:9]1[CH:10]=[C:11]([OH:15])[CH:12]=[CH:13][CH:14]=1)[C:2]1[CH:7]=[CH:6][CH:5]=[CH:4][CH:3]=1.[H-].[Na+].F[C:19]1[CH:24]=[C:23]([N:25]2[C:30](=[O:31])[CH:29]=[C:28]([C:32]([F:35])([F:34])[F:33])[N:27]([CH3:36])[C:26]2=[O:37])[C:22]([F:38])=[CH:21][C:20]=1[N+:39]([O-:41])=[O:40]. Product: [CH2:1]([O:8][C:9]1[CH:10]=[C:11]([CH:12]=[CH:13][CH:14]=1)[O:15][C:19]1[CH:24]=[C:23]([N:25]2[C:30](=[O:31])[CH:29]=[C:28]([C:32]([F:34])([F:35])[F:33])[N:27]([CH3:36])[C:26]2=[O:37])[C:22]([F:38])=[CH:21][C:20]=1[N+:39]([O-:41])=[O:40])[C:2]1[CH:3]=[CH:4][CH:5]=[CH:6][CH:7]=1. The catalyst class is: 9. (2) Reactant: [CH3:1][C:2]1[CH:11]=[CH:10][C:9]2[C:4](=[CH:5][CH:6]=[CH:7][N:8]=2)[N:3]=1.[Se](=O)=[O:13]. Product: [N:3]1[C:4]2[C:9](=[N:8][CH:7]=[CH:6][CH:5]=2)[CH:10]=[CH:11][C:2]=1[CH:1]=[O:13]. The catalyst class is: 12. (3) Reactant: [CH3:1][S:2]([C:5]1[CH:10]=[CH:9][C:8]([F:11])=[C:7]([N+:12]([O-])=O)[CH:6]=1)(=[O:4])=[O:3].[H][H]. Product: [F:11][C:8]1[CH:9]=[CH:10][C:5]([S:2]([CH3:1])(=[O:4])=[O:3])=[CH:6][C:7]=1[NH2:12]. The catalyst class is: 19. (4) The catalyst class is: 3. Reactant: Cl.[NH2:2][CH2:3][C:4]1[NH:17][C:7]2=[C:8]3[C:13](=[CH:14][CH:15]=[C:6]2[C:5]=1[C:18]([OH:20])=O)[CH:12]=[N:11][C:10]([Cl:16])=[CH:9]3.C1C=CC2N(O)N=NC=2C=1.CN(C)CCCN=C=NCC. Product: [Cl:16][C:10]1[N:11]=[CH:12][C:13]2[CH:14]=[CH:15][C:6]3[C:5]4[C:18](=[O:20])[NH:2][CH2:3][C:4]=4[NH:17][C:7]=3[C:8]=2[CH:9]=1. (5) Reactant: [Li]CCCC.[CH2:6]([C:20]1[S:21][CH:22]=[CH:23][CH:24]=1)[CH2:7][CH2:8][CH2:9][CH2:10][CH2:11][CH2:12][CH2:13][CH2:14][CH2:15][CH2:16][CH2:17][CH2:18][CH3:19].[CH3:25][Sn:26](Cl)([CH3:28])[CH3:27]. Product: [CH3:25][Sn:26]([CH3:28])([CH3:27])[C:22]1[S:21][C:20]([CH2:6][CH2:7][CH2:8][CH2:9][CH2:10][CH2:11][CH2:12][CH2:13][CH2:14][CH2:15][CH2:16][CH2:17][CH2:18][CH3:19])=[CH:24][CH:23]=1. The catalyst class is: 1. (6) Reactant: [OH:1][C:2]1[CH:10]=[CH:9][C:8]([C:11]2[N:12]([C:27]([O:29][C:30]([CH3:33])([CH3:32])[CH3:31])=[O:28])[C:13]3[C:18]([CH:19]=2)=[CH:17][C:16]([CH2:20][N:21]2[CH2:26][CH2:25][CH2:24][CH2:23][CH2:22]2)=[CH:15][CH:14]=3)=[C:7]2[C:3]=1[CH2:4][NH:5][C:6]2=[O:34].C1(P(C2C=CC=CC=2)C2C=CC=CC=2)C=CC=CC=1.[Si:54]([O:61][CH2:62][CH2:63][CH2:64]O)([C:57]([CH3:60])([CH3:59])[CH3:58])([CH3:56])[CH3:55].CCOC(/N=N/C(OCC)=O)=O.C1(C)C=CC=CC=1. Product: [Si:54]([O:61][CH2:62][CH2:63][CH2:64][O:1][C:2]1[CH:10]=[CH:9][C:8]([C:11]2[N:12]([C:27]([O:29][C:30]([CH3:31])([CH3:33])[CH3:32])=[O:28])[C:13]3[C:18]([CH:19]=2)=[CH:17][C:16]([CH2:20][N:21]2[CH2:26][CH2:25][CH2:24][CH2:23][CH2:22]2)=[CH:15][CH:14]=3)=[C:7]2[C:3]=1[CH2:4][NH:5][C:6]2=[O:34])([C:57]([CH3:58])([CH3:59])[CH3:60])([CH3:56])[CH3:55]. The catalyst class is: 1. (7) Reactant: [S:1]1[C:5]2[CH:6]=[C:7]([N:10]3[C:14]([NH2:15])=[CH:13][C:12]([CH:16]([CH3:18])[CH3:17])=[N:11]3)[CH:8]=[CH:9][C:4]=2[N:3]=[CH:2]1.N1C=CC=CC=1.[C:25](Cl)([O:27][CH2:28][C:29]([Cl:32])([Cl:31])[Cl:30])=[O:26]. Product: [S:1]1[C:5]2[CH:6]=[C:7]([N:10]3[C:14]([NH:15][C:25](=[O:26])[O:27][CH2:28][C:29]([Cl:32])([Cl:31])[Cl:30])=[CH:13][C:12]([CH:16]([CH3:18])[CH3:17])=[N:11]3)[CH:8]=[CH:9][C:4]=2[N:3]=[CH:2]1. The catalyst class is: 2.